This data is from NCI-60 drug combinations with 297,098 pairs across 59 cell lines. The task is: Regression. Given two drug SMILES strings and cell line genomic features, predict the synergy score measuring deviation from expected non-interaction effect. (1) Drug 1: C1=CC(=CC=C1C#N)C(C2=CC=C(C=C2)C#N)N3C=NC=N3. Drug 2: C1CC(C1)(C(=O)O)C(=O)O.[NH2-].[NH2-].[Pt+2]. Synergy scores: CSS=9.30, Synergy_ZIP=-3.01, Synergy_Bliss=1.66, Synergy_Loewe=2.28, Synergy_HSA=2.17. Cell line: NCI/ADR-RES. (2) Drug 1: CC(CN1CC(=O)NC(=O)C1)N2CC(=O)NC(=O)C2. Drug 2: C1=NC(=NC(=O)N1C2C(C(C(O2)CO)O)O)N. Cell line: NCIH23. Synergy scores: CSS=13.8, Synergy_ZIP=-6.56, Synergy_Bliss=-0.532, Synergy_Loewe=-1.31, Synergy_HSA=-0.410. (3) Drug 1: CCC1(CC2CC(C3=C(CCN(C2)C1)C4=CC=CC=C4N3)(C5=C(C=C6C(=C5)C78CCN9C7C(C=CC9)(C(C(C8N6C=O)(C(=O)OC)O)OC(=O)C)CC)OC)C(=O)OC)O.OS(=O)(=O)O. Drug 2: CC(C)NC(=O)C1=CC=C(C=C1)CNNC.Cl. Cell line: MCF7. Synergy scores: CSS=7.26, Synergy_ZIP=-4.46, Synergy_Bliss=0.164, Synergy_Loewe=-14.8, Synergy_HSA=-1.46.